From a dataset of Forward reaction prediction with 1.9M reactions from USPTO patents (1976-2016). Predict the product of the given reaction. (1) The product is: [CH3:1][C:2]1[NH:3][C:4]2[CH2:10][CH:9]([CH3:11])[CH:8]([CH3:12])[CH2:7][C:5]=2[N:6]=1. Given the reactants [CH3:1][C:2]1[NH:3][C:4]2[CH:10]=[C:9]([CH3:11])[C:8]([CH3:12])=[CH:7][C:5]=2[N:6]=1.[H][H], predict the reaction product. (2) The product is: [C:1]([O:4][CH2:5][C:6]1[C:7]([Br:17])=[C:8]([CH2:12][CH2:13][CH2:14][C:15]([OH:23])=[O:16])[CH:9]=[CH:10][CH:11]=1)(=[O:3])[CH3:2]. Given the reactants [C:1]([O:4][CH2:5][C:6]1[CH:11]=[CH:10][CH:9]=[C:8]([CH2:12][CH2:13][CH2:14][CH:15]=[O:16])[C:7]=1[Br:17])(=[O:3])[CH3:2].CC(=CC)C.[O-:23]Cl=O.[Na+], predict the reaction product.